From a dataset of Catalyst prediction with 721,799 reactions and 888 catalyst types from USPTO. Predict which catalyst facilitates the given reaction. Reactant: [NH2:1][C:2]1[CH:7]=[C:6]([CH3:8])[CH:5]=[CH:4][C:3]=1[NH:9][CH2:10][C@H:11]1[O:16][CH2:15][CH2:14][N:13]([C:17]([O:19][C:20]([CH3:23])([CH3:22])[CH3:21])=[O:18])[CH2:12]1.[F:24][C:25]1[CH:26]=[C:27]([CH:31]=[C:32]([F:36])[C:33]=1[CH:34]=O)[C:28]([OH:30])=[O:29].C(O)(=O)C. Product: [C:20]([O:19][C:17]([N:13]1[CH2:14][CH2:15][O:16][C@H:11]([CH2:10][N:9]2[C:3]3[CH:4]=[CH:5][C:6]([CH3:8])=[CH:7][C:2]=3[N:1]=[C:34]2[C:33]2[C:32]([F:36])=[CH:31][C:27]([C:28]([OH:30])=[O:29])=[CH:26][C:25]=2[F:24])[CH2:12]1)=[O:18])([CH3:23])([CH3:22])[CH3:21]. The catalyst class is: 5.